This data is from Reaction yield outcomes from USPTO patents with 853,638 reactions. The task is: Predict the reaction yield, written as a fraction of the theoretical maximum amount of product (1.0 means a 100% yield; for example, 0.34 means a 34% yield). (1) The reactants are [CH2:1]([O:3][C:4](=[O:29])[CH2:5][CH2:6][CH2:7][CH2:8][CH2:9][O:10][CH2:11][CH2:12][O:13][CH2:14][CH2:15][O:16][CH2:17][CH2:18][O:19][CH2:20][CH2:21][O:22][CH2:23][CH2:24][O:25][CH2:26][CH2:27]O)[CH3:2].C(N(CC)CC)C.[CH3:37][S:38](Cl)(=[O:40])=[O:39]. The catalyst is ClCCl. The product is [CH2:1]([O:3][C:4](=[O:29])[CH2:5][CH2:6][CH2:7][CH2:8][CH2:9][O:10][CH2:11][CH2:12][O:13][CH2:14][CH2:15][O:16][CH2:17][CH2:18][O:19][CH2:20][CH2:21][O:22][CH2:23][CH2:24][O:25][CH2:26][CH2:27][S:38]([CH3:37])(=[O:40])=[O:39])[CH3:2]. The yield is 0.830. (2) The reactants are [CH2:1]([O:8][N:9]1[C:15](=[O:16])[N:14]2[CH2:17][CH:10]1[CH2:11][CH2:12][CH:13]2[C:18]([O:20][C:21]([CH3:24])([CH3:23])[CH3:22])=[O:19])[C:2]1[CH:7]=[CH:6][CH:5]=[CH:4][CH:3]=1. The catalyst is CO.C(#N)C. The product is [CH2:1]([O:8][N:9]1[C:15](=[O:16])[N:14]2[CH2:17][C@@H:10]1[CH2:11][CH2:12][C@@H:13]2[C:18]([O:20][C:21]([CH3:24])([CH3:23])[CH3:22])=[O:19])[C:2]1[CH:3]=[CH:4][CH:5]=[CH:6][CH:7]=1. The yield is 0.460.